From a dataset of Peptide-MHC class I binding affinity with 185,985 pairs from IEDB/IMGT. Regression. Given a peptide amino acid sequence and an MHC pseudo amino acid sequence, predict their binding affinity value. This is MHC class I binding data. (1) The peptide sequence is VYTNAIQYV. The MHC is HLA-A30:01 with pseudo-sequence HLA-A30:01. The binding affinity (normalized) is 0.213. (2) The peptide sequence is LSSIKSKSR. The MHC is HLA-A68:01 with pseudo-sequence HLA-A68:01. The binding affinity (normalized) is 0.407. (3) The peptide sequence is YLFPGPVTA. The MHC is HLA-A02:01 with pseudo-sequence HLA-A02:01. The binding affinity (normalized) is 0.892. (4) The peptide sequence is FVEGVSGGSW. The MHC is HLA-B53:01 with pseudo-sequence HLA-B53:01. The binding affinity (normalized) is 0.641. (5) The peptide sequence is EVNAHIHTM. The MHC is HLA-B39:01 with pseudo-sequence HLA-B39:01. The binding affinity (normalized) is 0.335. (6) The peptide sequence is FSPEVIPMF. The MHC is HLA-A01:01 with pseudo-sequence HLA-A01:01. The binding affinity (normalized) is 0. (7) The binding affinity (normalized) is 0.285. The peptide sequence is VFTDISMSLY. The MHC is HLA-A11:01 with pseudo-sequence HLA-A11:01.